From a dataset of Catalyst prediction with 721,799 reactions and 888 catalyst types from USPTO. Predict which catalyst facilitates the given reaction. (1) Reactant: [CH2:1](N)[C:2]1[CH:7]=[CH:6][CH:5]=[CH:4][CH:3]=1.C([N:11](CC)CC)C.C[S:17](Cl)(=[O:19])=[O:18]. Product: [CH2:1]([S:17]([NH2:11])(=[O:19])=[O:18])[C:2]1[CH:7]=[CH:6][CH:5]=[CH:4][CH:3]=1. The catalyst class is: 4. (2) Reactant: [OH:1][CH2:2][C:3]1[CH:8]=[CH:7][C:6]([CH2:9][CH2:10][C:11]2[N:12]=[C:13]([NH:16][C:17](=[O:19])[CH3:18])[S:14][CH:15]=2)=[CH:5][CH:4]=1.[C:20]([N:27]1C=CN=C1)(N1C=CN=C1)=[O:21].[C:32]([O:36][C:37]([CH3:40])([CH3:39])[CH3:38])(=[O:35])[NH:33]N. Product: [NH:27]([C:20]([O:1][CH2:2][C:3]1[CH:8]=[CH:7][C:6]([CH2:9][CH2:10][C:11]2[N:12]=[C:13]([NH:16][C:17](=[O:19])[CH3:18])[S:14][CH:15]=2)=[CH:5][CH:4]=1)=[O:21])[NH:33][C:32]([O:36][C:37]([CH3:40])([CH3:39])[CH3:38])=[O:35]. The catalyst class is: 7. (3) Reactant: C(OC(=O)[N:7]=[C:8]([NH:25]C(OC(C)(C)C)=O)[N:9]([CH3:24])[CH2:10][C:11](=[O:23])[N:12]1[CH2:17][C@H:16]([OH:18])[C@@H:15]([OH:19])[C@@H:14]([OH:20])[CH:13]1[CH2:21][OH:22])(C)(C)C. Product: [CH3:24][N:9]([CH2:10][C:11](=[O:23])[N:12]1[CH2:17][C@H:16]([OH:18])[C@@H:15]([OH:19])[C@@H:14]([OH:20])[CH:13]1[CH2:21][OH:22])[C:8]([NH2:25])=[NH:7]. The catalyst class is: 574. (4) Reactant: C(OC(=O)[NH:7][CH2:8][CH2:9][C:10]1([CH:18]2[CH2:22][CH2:21][CH2:20][CH2:19]2)[CH2:15][C:14](=[O:16])[CH2:13][C:12](=[O:17])[O:11]1)(C)(C)C. Product: [NH2:7][CH2:8][CH2:9][C:10]1([CH:18]2[CH2:22][CH2:21][CH2:20][CH2:19]2)[O:11][C:12](=[O:17])[CH2:13][C:14](=[O:16])[CH2:15]1. The catalyst class is: 137. (5) Reactant: [NH2:1][C:2]1[N:7]=[CH:6][N:5]=[C:4]2[N:8]([CH:12]([C:14]3[CH:21]=[C:20]([Cl:22])[C:17]([C:18]#[N:19])=[C:16]([CH:23]4[CH2:26][NH:25][CH2:24]4)[C:15]=3[O:27][CH3:28])[CH3:13])[N:9]=[C:10]([CH3:11])[C:3]=12.C(N(CC)CC)C.Br[CH2:37][CH2:38][OH:39]. Product: [NH2:1][C:2]1[N:7]=[CH:6][N:5]=[C:4]2[N:8]([CH:12]([C:14]3[CH:21]=[C:20]([Cl:22])[C:17]([C:18]#[N:19])=[C:16]([CH:23]4[CH2:24][N:25]([CH2:37][CH2:38][OH:39])[CH2:26]4)[C:15]=3[O:27][CH3:28])[CH3:13])[N:9]=[C:10]([CH3:11])[C:3]=12. The catalyst class is: 7.